Task: Predict the reactants needed to synthesize the given product.. Dataset: Full USPTO retrosynthesis dataset with 1.9M reactions from patents (1976-2016) (1) Given the product [CH3:12][Si:11]([CH3:14])([CH3:13])[C:9]#[C:10][C:2]1[CH:7]=[CH:6][CH:5]=[C:4]([CH3:8])[N:3]=1, predict the reactants needed to synthesize it. The reactants are: Br[C:2]1[CH:7]=[CH:6][CH:5]=[C:4]([CH3:8])[N:3]=1.[C:9]([Si:11]([CH3:14])([CH3:13])[CH3:12])#[CH:10].O. (2) Given the product [CH:1]1[C:6]([C:7]#[N:8])=[CH:5][C:4]2[C:9]([CH2:12][CH2:13][CH2:14][CH2:15][N:16]3[CH2:17][CH2:18][N:19]([C:22]4[CH:23]=[CH:24][C:25]5[O:30][C:29]([C:31]([NH2:33])=[O:32])=[CH:28][C:26]=5[CH:27]=4)[CH2:20][CH2:21]3)=[CH:10][NH:11][C:3]=2[CH:2]=1.[ClH:41], predict the reactants needed to synthesize it. The reactants are: [CH:1]1[C:6]([C:7]#[N:8])=[CH:5][C:4]2[C:9]([CH2:12][CH2:13][CH2:14][CH2:15][N:16]3[CH2:21][CH2:20][N:19]([C:22]4[CH:23]=[CH:24][C:25]5[O:30][C:29]([C:31]([NH2:33])=[O:32])=[CH:28][C:26]=5[CH:27]=4)[CH2:18][CH2:17]3)=[CH:10][NH:11][C:3]=2[CH:2]=1.C(OC(C)C)(C)C.[ClH:41]. (3) Given the product [NH:24]1[CH2:25][CH2:26][CH2:27][C@H:23]1[CH2:22][N:3]1[C:4]2[C:9](=[CH:8][CH:7]=[CH:6][CH:5]=2)[C:10]2([CH2:14][O:13][C:12]3[CH:15]=[C:16]4[C:20](=[CH:21][C:11]2=3)[CH2:19][CH2:18][O:17]4)[C:2]1=[O:1], predict the reactants needed to synthesize it. The reactants are: [O:1]=[C:2]1[C:10]2([CH2:14][O:13][C:12]3[CH:15]=[C:16]4[C:20](=[CH:21][C:11]2=3)[CH2:19][CH2:18][O:17]4)[C:9]2[C:4](=[CH:5][CH:6]=[CH:7][CH:8]=2)[N:3]1[CH2:22][C@@H:23]1[CH2:27][CH2:26][CH2:25][N:24]1C(OC(C)(C)C)=O.O=C1C2(COC3C=C4C(=CC2=3)CCO4)C2C(=CC=CC=2)N1CC1CCN(C(OC(C)(C)C)=O)CC1.O1CCCC1. (4) The reactants are: Cl[C:2]1[CH:7]=[CH:6][C:5]([S:8]([CH2:11][C:12]2[S:13][CH:14]=[C:15]([C:17]3[C:18](=[O:31])[NH:19][C:20]4[C:25]([CH:26]=3)=[CH:24][CH:23]=[C:22]([C:27]([F:30])([F:29])[F:28])[CH:21]=4)[N:16]=2)(=[O:10])=[O:9])=[CH:4][CH:3]=1.C(N(C(C)C)CC)(C)C. Given the product [C:5]1([S:8]([CH2:11][C:12]2[S:13][CH:14]=[C:15]([C:17]3[C:18](=[O:31])[NH:19][C:20]4[C:25]([CH:26]=3)=[CH:24][CH:23]=[C:22]([C:27]([F:30])([F:29])[F:28])[CH:21]=4)[N:16]=2)(=[O:10])=[O:9])[CH:4]=[CH:3][CH:2]=[CH:7][CH:6]=1, predict the reactants needed to synthesize it. (5) Given the product [N+:29]([C:11]1[CH:12]=[CH:13][C:14]2[C:15]3[C:20](=[CH:19][CH:18]=[CH:17][CH:16]=3)[C:8]([CH2:5][CH2:6][CH3:7])([CH2:21][CH2:22][CH3:23])[C:9]=2[CH:10]=1)([O-:31])=[O:30], predict the reactants needed to synthesize it. The reactants are: C(O)(=O)C.[CH2:5]([C:8]1([CH2:21][CH2:22][CH3:23])[C:20]2[CH:19]=[CH:18][CH:17]=[CH:16][C:15]=2[C:14]2[C:9]1=[CH:10][CH:11]=[CH:12][CH:13]=2)[CH2:6][CH3:7].S(=O)(=O)(O)O.[N+:29]([O-])([OH:31])=[O:30]. (6) Given the product [F:13][C:11]1[CH:12]=[C:7]([SH:6])[CH:8]=[C:9]([F:14])[CH:10]=1, predict the reactants needed to synthesize it. The reactants are: C(OC([S:6][C:7]1[CH:12]=[C:11]([F:13])[CH:10]=[C:9]([F:14])[CH:8]=1)=S)C.[OH-].[K+].